Dataset: NCI-60 drug combinations with 297,098 pairs across 59 cell lines. Task: Regression. Given two drug SMILES strings and cell line genomic features, predict the synergy score measuring deviation from expected non-interaction effect. (1) Drug 1: CS(=O)(=O)C1=CC(=C(C=C1)C(=O)NC2=CC(=C(C=C2)Cl)C3=CC=CC=N3)Cl. Drug 2: COCCOC1=C(C=C2C(=C1)C(=NC=N2)NC3=CC=CC(=C3)C#C)OCCOC.Cl. Cell line: SK-MEL-28. Synergy scores: CSS=-0.825, Synergy_ZIP=3.13, Synergy_Bliss=5.62, Synergy_Loewe=-1.93, Synergy_HSA=-1.20. (2) Drug 1: CC1=CC=C(C=C1)C2=CC(=NN2C3=CC=C(C=C3)S(=O)(=O)N)C(F)(F)F. Drug 2: C1CC(C1)(C(=O)O)C(=O)O.[NH2-].[NH2-].[Pt+2]. Cell line: U251. Synergy scores: CSS=20.3, Synergy_ZIP=-3.40, Synergy_Bliss=4.61, Synergy_Loewe=-7.22, Synergy_HSA=0.481. (3) Synergy scores: CSS=10.6, Synergy_ZIP=-3.50, Synergy_Bliss=-1.69, Synergy_Loewe=-2.70, Synergy_HSA=-0.865. Drug 1: CNC(=O)C1=CC=CC=C1SC2=CC3=C(C=C2)C(=NN3)C=CC4=CC=CC=N4. Cell line: UACC62. Drug 2: C1=NC(=NC(=O)N1C2C(C(C(O2)CO)O)O)N. (4) Drug 1: C1=CN(C(=O)N=C1N)C2C(C(C(O2)CO)O)O.Cl. Drug 2: C1=CC=C(C=C1)NC(=O)CCCCCCC(=O)NO. Cell line: MALME-3M. Synergy scores: CSS=35.4, Synergy_ZIP=-13.4, Synergy_Bliss=-7.07, Synergy_Loewe=-5.14, Synergy_HSA=-0.698.